This data is from Reaction yield outcomes from USPTO patents with 853,638 reactions. The task is: Predict the reaction yield, written as a fraction of the theoretical maximum amount of product (1.0 means a 100% yield; for example, 0.34 means a 34% yield). (1) The reactants are I[C:2]1[CH:7]=[CH:6][N:5]=[CH:4][C:3]=1[NH:8][C:9](=[O:15])[O:10][C:11]([CH3:14])([CH3:13])[CH3:12].CC1(C)C(C)(C)OB([C:24]2[CH:29]=[CH:28][CH:27]=[CH:26][N:25]=2)O1.C(=O)([O-])[O-].[Na+].[Na+]. No catalyst specified. The product is [N:25]1[CH:26]=[CH:27][CH:28]=[CH:29][C:24]=1[C:2]1[CH:7]=[CH:6][N:5]=[CH:4][C:3]=1[NH:8][C:9](=[O:15])[O:10][C:11]([CH3:14])([CH3:13])[CH3:12]. The yield is 0.0944. (2) The reactants are [Cl-].O[NH3+:3].[C:4](=[O:7])([O-])[OH:5].[Na+].CS(C)=O.[CH2:13]([CH:15]([O:18][C:19]1[CH:24]=[CH:23][C:22]([N:25]2[C:30](=[O:31])[C:29]([CH2:32][C:33]3[CH:38]=[CH:37][C:36]([C:39]4[C:40]([C:45]#[N:46])=[CH:41][CH:42]=[CH:43][CH:44]=4)=[CH:35][CH:34]=3)=[C:28]([CH2:47][CH2:48][CH3:49])[N:27]=[C:26]2[CH3:50])=[CH:21][CH:20]=1)[CH2:16][CH3:17])[CH3:14]. The catalyst is O.C(OCC)(=O)C. The product is [CH2:13]([CH:15]([O:18][C:19]1[CH:20]=[CH:21][C:22]([N:25]2[C:30](=[O:31])[C:29]([CH2:32][C:33]3[CH:34]=[CH:35][C:36]([C:39]4[CH:44]=[CH:43][CH:42]=[CH:41][C:40]=4[C:45]4[NH:3][C:4](=[O:7])[O:5][N:46]=4)=[CH:37][CH:38]=3)=[C:28]([CH2:47][CH2:48][CH3:49])[N:27]=[C:26]2[CH3:50])=[CH:23][CH:24]=1)[CH2:16][CH3:17])[CH3:14]. The yield is 0.710. (3) The reactants are [C:1]1([C:7]2[CH:8]=[N:9][N:10](C(C3C=CC=CC=3)(C3C=CC=CC=3)C3C=CC=CC=3)[CH:11]=2)[CH:6]=[CH:5][CH:4]=[CH:3][CH:2]=1.[ClH:31]. The catalyst is CCOCC. The product is [ClH:31].[C:1]1([C:7]2[CH:8]=[N:9][NH:10][CH:11]=2)[CH:2]=[CH:3][CH:4]=[CH:5][CH:6]=1. The yield is 0.936. (4) The reactants are [Br:1][C:2]1[CH:11]=[C:10]2[C:5]([CH2:6][CH2:7][CH2:8][C:9]2=[O:12])=[CH:4][CH:3]=1.[CH:13](=O)[C:14]1[CH:19]=[CH:18][CH:17]=[N:16][CH:15]=1.N1CCCCC1. The catalyst is C(O)(=O)C. The product is [Br:1][C:2]1[CH:11]=[C:10]2[C:5]([CH2:6][CH2:7]/[C:8](=[CH:13]\[C:14]3[CH:15]=[N:16][CH:17]=[CH:18][CH:19]=3)/[C:9]2=[O:12])=[CH:4][CH:3]=1. The yield is 0.890. (5) The reactants are C(NC(C)C)(C)C.[Li]CCCC.CCCCCC.[C:19]([O:22][C:23]([CH3:26])([CH3:25])[CH3:24])(=[O:21])[CH3:20].[C:27]([Si:31]([CH3:34])([CH3:33])Cl)([CH3:30])([CH3:29])[CH3:28]. The catalyst is O1CCCC1.CN(P(N(C)C)(N(C)C)=O)C. The product is [C:23]([O:22][C:19]([O:21][Si:31]([C:27]([CH3:30])([CH3:29])[CH3:28])([CH3:34])[CH3:33])=[CH2:20])([CH3:26])([CH3:25])[CH3:24]. The yield is 0.920.